Dataset: hERG potassium channel inhibition data for cardiac toxicity prediction from Karim et al.. Task: Regression/Classification. Given a drug SMILES string, predict its toxicity properties. Task type varies by dataset: regression for continuous values (e.g., LD50, hERG inhibition percentage) or binary classification for toxic/non-toxic outcomes (e.g., AMES mutagenicity, cardiotoxicity, hepatotoxicity). Dataset: herg_karim. The result is 0 (non-blocker). The compound is O=C(O)c1ccc(N2N=C(c3ccc4[nH]c(=O)oc4c3)CC2c2ccc(F)cc2)cc1.